This data is from Forward reaction prediction with 1.9M reactions from USPTO patents (1976-2016). The task is: Predict the product of the given reaction. (1) Given the reactants [CH2:1]([C@H:8]1[CH2:12][O:11][C:10](=[O:13])[N:9]1[C:14](=[O:39])[CH2:15][C@@H:16]([C:22]1[CH:38]=[CH:37][C:25]([O:26][CH2:27][C:28]2[CH:29]=[C:30](B(O)O)[CH:31]=[CH:32][CH:33]=2)=[CH:24][CH:23]=1)[C:17]1[CH:21]=[CH:20][O:19][N:18]=1)[C:2]1[CH:7]=[CH:6][CH:5]=[CH:4][CH:3]=1.FC(F)(F)S(O[C:46]1[CH2:51][CH2:50][N:49]([C:52]([O:54][C:55]([CH3:58])([CH3:57])[CH3:56])=[O:53])[CH2:48][CH:47]=1)(=O)=O.C(=O)([O-])[O-].[Na+].[Na+].[Cl-].[Li+], predict the reaction product. The product is: [CH2:1]([C@H:8]1[CH2:12][O:11][C:10](=[O:13])[N:9]1[C:14](=[O:39])[CH2:15][C@@H:16]([C:22]1[CH:38]=[CH:37][C:25]([O:26][CH2:27][C:28]2[CH:29]=[C:30]([C:46]3[CH2:51][CH2:50][N:49]([C:52]([O:54][C:55]([CH3:58])([CH3:57])[CH3:56])=[O:53])[CH2:48][CH:47]=3)[CH:31]=[CH:32][CH:33]=2)=[CH:24][CH:23]=1)[C:17]1[CH:21]=[CH:20][O:19][N:18]=1)[C:2]1[CH:7]=[CH:6][CH:5]=[CH:4][CH:3]=1. (2) Given the reactants [CH3:1][O:2][C:3]1[CH:11]=[CH:10][C:6]([C:7]([OH:9])=O)=[CH:5][N:4]=1.C1CCC(N=C=NC2CCCCC2)CC1.[CH3:27][C@@H:28]1[CH2:32][CH2:31][CH2:30][N:29]1[CH2:33][CH2:34][C:35]1[CH:40]=[CH:39][C:38]([C:41]2[CH:42]=[C:43]3[C:48](=[CH:49][CH:50]=2)[CH2:47][NH:46][CH2:45][CH2:44]3)=[CH:37][CH:36]=1.C(N(CC)CC)C, predict the reaction product. The product is: [CH3:1][O:2][C:3]1[N:4]=[CH:5][C:6]([C:7]([N:46]2[CH2:45][CH2:44][C:43]3[C:48](=[CH:49][CH:50]=[C:41]([C:38]4[CH:39]=[CH:40][C:35]([CH2:34][CH2:33][N:29]5[CH2:30][CH2:31][CH2:32][C@H:28]5[CH3:27])=[CH:36][CH:37]=4)[CH:42]=3)[CH2:47]2)=[O:9])=[CH:10][CH:11]=1. (3) Given the reactants [CH3:1][C:2]1[CH:3]=[CH:4][C:5]([C:11]2C=N[CH:14]=[CH:13][N:12]=2)=[C:6]([CH:10]=1)[C:7]([OH:9])=[O:8].BrC1[S:19]C=CN=1, predict the reaction product. The product is: [CH3:1][C:2]1[CH:3]=[CH:4][C:5]([C:11]2[S:19][CH:14]=[CH:13][N:12]=2)=[C:6]([CH:10]=1)[C:7]([OH:9])=[O:8]. (4) Given the reactants [NH2:1][C:2]1[S:3][C:4]2[C:9]([N:10]=1)=[CH:8][CH:7]=[C:6]([O:11][C:12]1[CH:13]=[CH:14][C:15]([F:33])=[C:16]([NH:18][C:19](=[O:32])[C:20]3[CH:25]=[CH:24][CH:23]=[C:22]([C:26]4([C:29]#[N:30])[CH2:28][CH2:27]4)[C:21]=3[Cl:31])[CH:17]=1)[N:5]=2.N1C=CC=CC=1.[CH:40]1([C:43](Cl)=[O:44])[CH2:42][CH2:41]1.C(=O)([O-])O.[Na+], predict the reaction product. The product is: [Cl:31][C:21]1[C:22]([C:26]2([C:29]#[N:30])[CH2:28][CH2:27]2)=[CH:23][CH:24]=[CH:25][C:20]=1[C:19]([NH:18][C:16]1[CH:17]=[C:12]([O:11][C:6]2[N:5]=[C:4]3[S:3][C:2]([NH:1][C:43]([CH:40]4[CH2:42][CH2:41]4)=[O:44])=[N:10][C:9]3=[CH:8][CH:7]=2)[CH:13]=[CH:14][C:15]=1[F:33])=[O:32]. (5) Given the reactants [NH:1]1[C:9]2[CH:8]=[CH:7][N:6]=[CH:5][C:4]=2[N:3]=[C:2]1[C:10]1([NH:13]C(=O)OCC2C=CC=CC=2)[CH2:12][CH2:11]1.[H][H], predict the reaction product. The product is: [NH:1]1[C:9]2[CH:8]=[CH:7][N:6]=[CH:5][C:4]=2[N:3]=[C:2]1[C:10]1([NH2:13])[CH2:11][CH2:12]1. (6) The product is: [Cl:1][C:2]1[CH:3]=[C:4]2[C:8](=[C:9]([CH2:11][C:18]#[N:19])[CH:10]=1)[N:7]([CH2:13][CH:14]([CH3:16])[CH3:15])[N:6]=[CH:5]2. Given the reactants [Cl:1][C:2]1[CH:3]=[C:4]2[C:8](=[C:9]([CH2:11]O)[CH:10]=1)[N:7]([CH2:13][CH:14]([CH3:16])[CH3:15])[N:6]=[CH:5]2.C[CH2:18][N:19](C(C)C)C(C)C.CS(OS(C)(=O)=O)(=O)=O, predict the reaction product. (7) Given the reactants [F:1][C:2]1[CH:20]=[CH:19][C:5]([C:6]([NH:8][C:9]2[N:10]=[CH:11][N:12]([CH3:18])[C:13]=2[C:14]([NH:16][NH2:17])=[O:15])=O)=[CH:4][CH:3]=1.CC1C=CC(S(O)(=O)=O)=CC=1, predict the reaction product. The product is: [NH2:17][N:16]1[C:14](=[O:15])[C:13]2[N:12]([CH3:18])[CH:11]=[N:10][C:9]=2[N:8]=[C:6]1[C:5]1[CH:19]=[CH:20][C:2]([F:1])=[CH:3][CH:4]=1. (8) The product is: [CH3:1][O:2][C:3]1[CH:4]=[C:5]([CH:10]=[CH:11][C:12]=1[O:13][CH2:14][C:15]([O:24][CH3:23])([CH3:17])[CH3:16])[C:6]([O:8][CH3:9])=[O:7]. Given the reactants [CH3:1][O:2][C:3]1[CH:4]=[C:5]([CH:10]=[CH:11][C:12]=1[O:13][CH2:14][C:15]([CH3:17])=[CH2:16])[C:6]([O:8][CH3:9])=[O:7].OS(O)(=O)=O.[CH3:23][OH:24], predict the reaction product. (9) Given the reactants [NH2:1][C:2]1[N:3]=[N:4][C:5](Cl)=[CH:6][CH:7]=1.Cl.Cl[C:11]1C=CC=NC=1.[NH:17]1[CH2:22][CH2:21][NH:20][CH2:19][CH2:18]1.C(=O)([O-])[O-].[K+].[K+], predict the reaction product. The product is: [CH3:11][N:17]1[CH2:22][CH2:21][N:20]([C:5]2[N:4]=[N:3][C:2]([NH2:1])=[CH:7][CH:6]=2)[CH2:19][CH2:18]1.